Dataset: NCI-60 drug combinations with 297,098 pairs across 59 cell lines. Task: Regression. Given two drug SMILES strings and cell line genomic features, predict the synergy score measuring deviation from expected non-interaction effect. (1) Drug 1: CC1C(C(CC(O1)OC2CC(CC3=C2C(=C4C(=C3O)C(=O)C5=C(C4=O)C(=CC=C5)OC)O)(C(=O)CO)O)N)O.Cl. Drug 2: CC12CCC3C(C1CCC2O)C(CC4=C3C=CC(=C4)O)CCCCCCCCCS(=O)CCCC(C(F)(F)F)(F)F. Cell line: SW-620. Synergy scores: CSS=16.2, Synergy_ZIP=-4.92, Synergy_Bliss=1.75, Synergy_Loewe=-7.09, Synergy_HSA=-0.364. (2) Drug 1: CS(=O)(=O)CCNCC1=CC=C(O1)C2=CC3=C(C=C2)N=CN=C3NC4=CC(=C(C=C4)OCC5=CC(=CC=C5)F)Cl. Drug 2: CC1CCC2CC(C(=CC=CC=CC(CC(C(=O)C(C(C(=CC(C(=O)CC(OC(=O)C3CCCCN3C(=O)C(=O)C1(O2)O)C(C)CC4CCC(C(C4)OC)OP(=O)(C)C)C)C)O)OC)C)C)C)OC. Cell line: HT29. Synergy scores: CSS=53.2, Synergy_ZIP=2.44, Synergy_Bliss=6.18, Synergy_Loewe=10.1, Synergy_HSA=10.5. (3) Drug 1: CCC1=CC2CC(C3=C(CN(C2)C1)C4=CC=CC=C4N3)(C5=C(C=C6C(=C5)C78CCN9C7C(C=CC9)(C(C(C8N6C)(C(=O)OC)O)OC(=O)C)CC)OC)C(=O)OC.C(C(C(=O)O)O)(C(=O)O)O. Drug 2: CC1=CC2C(CCC3(C2CCC3(C(=O)C)OC(=O)C)C)C4(C1=CC(=O)CC4)C. Cell line: MDA-MB-231. Synergy scores: CSS=31.9, Synergy_ZIP=3.64, Synergy_Bliss=5.82, Synergy_Loewe=-61.8, Synergy_HSA=-3.22. (4) Drug 1: C1=CN(C(=O)N=C1N)C2C(C(C(O2)CO)O)O.Cl. Drug 2: CC(C)NC(=O)C1=CC=C(C=C1)CNNC.Cl. Cell line: OVCAR-8. Synergy scores: CSS=32.3, Synergy_ZIP=-0.0389, Synergy_Bliss=-0.394, Synergy_Loewe=-24.8, Synergy_HSA=0.0576. (5) Drug 2: N.N.Cl[Pt+2]Cl. Cell line: U251. Drug 1: C1CC(=O)NC(=O)C1N2C(=O)C3=CC=CC=C3C2=O. Synergy scores: CSS=39.6, Synergy_ZIP=5.66, Synergy_Bliss=7.30, Synergy_Loewe=-8.50, Synergy_HSA=2.60.